Task: Predict the reaction yield, written as a fraction of the theoretical maximum amount of product (1.0 means a 100% yield; for example, 0.34 means a 34% yield).. Dataset: Reaction yield outcomes from USPTO patents with 853,638 reactions (1) The reactants are [C:1]([OH:12])(=[O:11])[C:2]1[CH:10]=[CH:9][C:6]([O:7][CH3:8])=[C:4]([OH:5])[CH:3]=1.C([O-])([O-])=O.[K+].[K+].[CH2:19](Br)[C:20]1[CH:25]=[CH:24][CH:23]=[CH:22][CH:21]=1. The catalyst is CN(C=O)C.[Cl-].[Na+].O. The product is [CH2:19]([O:5][C:4]1[CH:3]=[C:2]([CH:10]=[CH:9][C:6]=1[O:7][CH3:8])[C:1]([O:12][CH2:1][C:2]1[CH:10]=[CH:9][CH:6]=[CH:4][CH:3]=1)=[O:11])[C:20]1[CH:25]=[CH:24][CH:23]=[CH:22][CH:21]=1. The yield is 0.900. (2) The reactants are [OH:1][C@H:2]1[CH2:7][CH2:6][C@H:5]([N:8]2[C:13](=[O:14])[C:12]([CH2:15][C:16]3[CH:21]=[CH:20][C:19]([C:22]4[C:23]([C:28]#[N:29])=[CH:24][CH:25]=[CH:26][CH:27]=4)=[C:18]([CH3:30])[CH:17]=3)=[C:11]([CH2:31][CH2:32][CH3:33])[N:10]3[N:34]=[CH:35][CH:36]=[C:9]23)[CH2:4][CH2:3]1.[N+:37](=CC(OCC)=O)=[N-].[C:45]([O:48]CC)(=[O:47])C.[OH2:51].[C:52]1([CH3:58])[CH:57]=CC=C[CH:53]=1. The catalyst is C([O-])(=O)C.[Rh+3].C([O-])(=O)C.C([O-])(=O)C. The product is [OH:51][C:52]([CH3:58])([CH3:57])[CH2:53][O:1][C@H:2]1[CH2:3][CH2:4][C@H:5]([N:8]2[C:13](=[O:14])[C:12]([CH2:15][C:16]3[CH:21]=[CH:20][C:19]([C:22]4[CH:27]=[CH:26][CH:25]=[CH:24][C:23]=4[C:28]4[NH:37][C:45](=[O:47])[O:48][N:29]=4)=[C:18]([CH3:30])[CH:17]=3)=[C:11]([CH2:31][CH2:32][CH3:33])[N:10]3[N:34]=[CH:35][CH:36]=[C:9]23)[CH2:6][CH2:7]1. The yield is 0.280. (3) The reactants are [CH3:1][N:2]1[C:6]2[CH:7]=[CH:8][C:9]([C:11]([OH:13])=O)=[CH:10][C:5]=2[NH:4][C:3]1=[O:14].[CH2:15]1[C@H:24]2[C@H:19]([CH2:20][CH2:21][C:22]3[CH:28]=[CH:27][CH:26]=[CH:25][C:23]=32)[NH:18][CH2:17][CH2:16]1.F[P-](F)(F)(F)(F)F.N1(OC(N(C)C)=[N+](C)C)C2N=CC=CC=2N=N1. No catalyst specified. The product is [CH2:15]1[C@H:24]2[C@H:19]([CH2:20][CH2:21][C:22]3[CH:28]=[CH:27][CH:26]=[CH:25][C:23]=32)[N:18]([C:11]([C:9]2[CH:8]=[CH:7][C:6]3[N:2]([CH3:1])[C:3](=[O:14])[NH:4][C:5]=3[CH:10]=2)=[O:13])[CH2:17][CH2:16]1. The yield is 0.150. (4) The reactants are [Cl:1][C:2]1[CH:7]=[CH:6][C:5]([S:8]([NH:11][CH2:12][C:13]2[CH:22]=[CH:21][C:16]([C:17]([O:19][CH3:20])=[O:18])=[CH:15][CH:14]=2)(=[O:10])=[O:9])=[CH:4][CH:3]=1.[F:23][C:24]([F:36])([F:35])[C:25]1[CH:30]=[CH:29][C:28]([C@H:31](O)[CH2:32][CH3:33])=[CH:27][CH:26]=1.C1C=CC(P(C2C=CC=CC=2)C2C=CC=CC=2)=CC=1.CC(OC(/N=N/C(OC(C)C)=O)=O)C. The catalyst is C1COCC1. The product is [Cl:1][C:2]1[CH:7]=[CH:6][C:5]([S:8]([N:11]([CH2:12][C:13]2[CH:14]=[CH:15][C:16]([C:17]([O:19][CH3:20])=[O:18])=[CH:21][CH:22]=2)[C@H:31]([C:28]2[CH:29]=[CH:30][C:25]([C:24]([F:23])([F:35])[F:36])=[CH:26][CH:27]=2)[CH2:32][CH3:33])(=[O:10])=[O:9])=[CH:4][CH:3]=1. The yield is 0.600. (5) The reactants are C(N(CC)CC)C.[CH:8]([C:10]1[C:18]2[C:13](=[CH:14][C:15]([C:19]([O:21][CH3:22])=[O:20])=[CH:16][CH:17]=2)[N:12](C(OC(C)(C)C)=O)[CH:11]=1)=[O:9].[CH:30](=[N:37][C:38]1[CH:43]=[CH:42][N:41]=[C:40]([O:44][CH3:45])[CH:39]=1)[C:31]1[CH:36]=[CH:35][CH:34]=[CH:33][CH:32]=1. The catalyst is [Cl-].C([N+]1C(C)=C(CCO)SC=1)C1C=CC=CC=1.C(O)C. The product is [CH3:45][O:44][C:40]1[CH:39]=[C:38]([NH:37][CH:30]([C:31]2[CH:36]=[CH:35][CH:34]=[CH:33][CH:32]=2)[C:8]([C:10]2[C:18]3[C:13](=[CH:14][C:15]([C:19]([O:21][CH3:22])=[O:20])=[CH:16][CH:17]=3)[NH:12][CH:11]=2)=[O:9])[CH:43]=[CH:42][N:41]=1. The yield is 0.130. (6) The reactants are [C:1]([C:3]([C:6]1[CH:7]=[C:8]([CH:31]=[CH:32][CH:33]=1)[C:9]([NH:11][C:12]1[CH:13]=[C:14]([CH:28]=[CH:29][CH:30]=1)[O:15][C:16]1[CH:17]=[CH:18][C:19]2[N:20]([CH:22]=[C:23](C(O)=O)[N:24]=2)[N:21]=1)=[O:10])([CH3:5])[CH3:4])#[N:2].C1(P(N=[N+]=[N-])(C2C=CC=CC=2)=[O:41])C=CC=CC=1.C([N:53]([CH2:56]C)CC)C.[C:58]([OH:62])([CH3:61])([CH3:60])[CH3:59]. No catalyst specified. The product is [C:1]([C:3]([C:6]1[CH:7]=[C:8]([CH:31]=[CH:32][CH:33]=1)[C:9]([NH:11][C:12]1[CH:13]=[C:14]([CH:28]=[CH:29][CH:30]=1)[O:15][C:16]1[CH:17]=[CH:18][C:19]2[N:20]([CH:22]=[C:23]([NH:53][C:56](=[O:41])[O:62][C:58]([CH3:61])([CH3:60])[CH3:59])[N:24]=2)[N:21]=1)=[O:10])([CH3:5])[CH3:4])#[N:2]. The yield is 0.710. (7) The reactants are [F:1][C:2]1[CH:3]=[C:4]([CH:8]([OH:25])[CH2:9][O:10][C:11]2[CH:24]=[CH:23][C:14]([CH:15]=[C:16]3[S:20][C:19](=[O:21])[NH:18][C:17]3=[O:22])=[CH:13][CH:12]=2)[CH:5]=[CH:6][CH:7]=1.N1C=CC=CC=1C1C=CC=CN=1.[BH4-].[Na+].[BH4-]. The catalyst is C1COCC1.O.[Co](Cl)Cl.CC(O)=O. The product is [F:1][C:2]1[CH:3]=[C:4]([CH:8]([OH:25])[CH2:9][O:10][C:11]2[CH:24]=[CH:23][C:14]([CH2:15][CH:16]3[S:20][C:19](=[O:21])[NH:18][C:17]3=[O:22])=[CH:13][CH:12]=2)[CH:5]=[CH:6][CH:7]=1. The yield is 0.720.